Dataset: Catalyst prediction with 721,799 reactions and 888 catalyst types from USPTO. Task: Predict which catalyst facilitates the given reaction. (1) Reactant: [Cl:1][C:2]1[CH:7]=[C:6]([Cl:8])[CH:5]=[CH:4][C:3]=1[CH:9]1[CH2:12][CH2:11][C:10]1=[N:13]O.B.C1COCC1. Product: [Cl:1][C:2]1[CH:7]=[C:6]([Cl:8])[CH:5]=[CH:4][C:3]=1[CH:9]1[CH2:12][CH2:11][CH:10]1[NH2:13]. The catalyst class is: 1. (2) Reactant: [CH3:1][CH:2]1[C:11]2[C:6](=[CH:7][C:8]([NH:12]C(=O)OC)=[CH:9][CH:10]=2)[CH2:5][CH2:4][N:3]1[CH3:17].[BrH:18]. Product: [BrH:18].[NH2:12][C:8]1[CH:7]=[C:6]2[C:11](=[CH:10][CH:9]=1)[CH:2]([CH3:1])[N:3]([CH3:17])[CH2:4][CH2:5]2. The catalyst class is: 15. (3) Reactant: C(N(CC)CC)C.Br.[OH:9][C:10]1[CH:15]=[CH:14][C:13]([CH2:16][CH2:17][CH2:18][NH2:19])=[CH:12][CH:11]=1.I.[NH2:21][C:22]1[C:23]([C:30]([NH:32][C:33](=[NH:36])SC)=[O:31])=[N:24][C:25]([Cl:29])=[C:26]([NH2:28])[N:27]=1.C(OCC)(=O)C. Product: [ClH:29].[OH:9][C:10]1[CH:11]=[CH:12][C:13]([CH2:16][CH2:17][CH2:18][NH:19][C:33]([NH:32][C:30]([C:23]2[C:22]([NH2:21])=[N:27][C:26]([NH2:28])=[C:25]([Cl:29])[N:24]=2)=[O:31])=[NH:36])=[CH:14][CH:15]=1. The catalyst class is: 36.